Dataset: Full USPTO retrosynthesis dataset with 1.9M reactions from patents (1976-2016). Task: Predict the reactants needed to synthesize the given product. (1) Given the product [O:1]1[C:10]2[C:5](=[CH:6][CH:7]=[CH:8][CH:9]=2)[CH:4]([OH:11])[CH2:3][CH2:2]1, predict the reactants needed to synthesize it. The reactants are: [O:1]1[C:10]2[C:5](=[CH:6][CH:7]=[CH:8][CH:9]=2)[C:4](=[O:11])[CH2:3][CH2:2]1.[BH4-].[Na+]. (2) Given the product [CH:14]1([C:12]2[CH:13]=[C:9]([NH:8][C:6]3[N:7]=[C:2]([N:29]([CH3:30])[CH3:28])[N:3]=[C:4]([NH:17][C:18]4[CH:26]=[C:25]5[C:21]([C:22](=[O:27])[NH:23][NH:24]5)=[CH:20][CH:19]=4)[N:5]=3)[NH:10][N:11]=2)[CH2:16][CH2:15]1, predict the reactants needed to synthesize it. The reactants are: Cl[C:2]1[N:7]=[C:6]([NH:8][C:9]2[NH:10][N:11]=[C:12]([CH:14]3[CH2:16][CH2:15]3)[CH:13]=2)[N:5]=[C:4]([NH:17][C:18]2[CH:26]=[C:25]3[C:21]([C:22](=[O:27])[NH:23][NH:24]3)=[CH:20][CH:19]=2)[N:3]=1.[CH3:28][NH:29][CH3:30]. (3) Given the product [CH3:11][C:12]1[CH:17]=[C:16]([CH3:18])[CH:15]=[CH:14][C:13]=1[S:19]([NH:1][C:2]1[CH:6]=[CH:5][S:4][C:3]=1[C:7]([O:9][CH3:10])=[O:8])(=[O:20])=[O:21], predict the reactants needed to synthesize it. The reactants are: [NH2:1][C:2]1[CH:6]=[CH:5][S:4][C:3]=1[C:7]([O:9][CH3:10])=[O:8].[CH3:11][C:12]1[CH:17]=[C:16]([CH3:18])[CH:15]=[CH:14][C:13]=1[S:19](Cl)(=[O:21])=[O:20].N1C=CC=CC=1. (4) The reactants are: O[C:2]1[CH:3]=[C:4]([NH:8][C:9]2[N:14]=[C:13]([NH:15][C:16]3[CH:21]=[CH:20][CH:19]=[C:18](O)[CH:17]=3)[C:12](F)=[CH:11][N:10]=2)[CH:5]=[CH:6][CH:7]=1.ClC1N=C(Cl)C([C:32]#[N:33])=CN=1.NC1C=CC([CH2:41][C:42]([O:44][CH2:45][CH3:46])=[O:43])=CC=1. Given the product [CH2:45]([O:44][C:42]([CH2:41][C:7]1[CH:6]=[CH:5][C:4]([NH:8][C:9]2[N:14]=[C:13]([NH:15][C:16]3[CH:21]=[CH:20][C:19]([CH2:41][C:42]([O:44][CH2:45][CH3:46])=[O:43])=[CH:18][CH:17]=3)[C:12]([C:32]#[N:33])=[CH:11][N:10]=2)=[CH:3][CH:2]=1)=[O:43])[CH3:46], predict the reactants needed to synthesize it.